Dataset: Peptide-MHC class I binding affinity with 185,985 pairs from IEDB/IMGT. Task: Regression. Given a peptide amino acid sequence and an MHC pseudo amino acid sequence, predict their binding affinity value. This is MHC class I binding data. (1) The peptide sequence is VGIPSHRHI. The MHC is HLA-A01:01 with pseudo-sequence HLA-A01:01. The binding affinity (normalized) is 0. (2) The peptide sequence is SESTIDIIL. The MHC is HLA-B48:01 with pseudo-sequence HLA-B48:01. The binding affinity (normalized) is 0.290. (3) The peptide sequence is KDTPGGYCL. The MHC is HLA-B44:03 with pseudo-sequence HLA-B44:03. The binding affinity (normalized) is 0. (4) The binding affinity (normalized) is 0.529. The peptide sequence is RRQRKRRWR. The MHC is HLA-B27:05 with pseudo-sequence HLA-B27:05.